Regression. Given a peptide amino acid sequence and an MHC pseudo amino acid sequence, predict their binding affinity value. This is MHC class I binding data. From a dataset of Peptide-MHC class I binding affinity with 185,985 pairs from IEDB/IMGT. (1) The peptide sequence is SSLLWGFYL. The MHC is HLA-A26:01 with pseudo-sequence HLA-A26:01. The binding affinity (normalized) is 0.0847. (2) The peptide sequence is FHGIFYSIF. The MHC is HLA-A26:03 with pseudo-sequence HLA-A26:03. The binding affinity (normalized) is 0.0847. (3) The peptide sequence is VFSAVGNICY. The MHC is HLA-A01:01 with pseudo-sequence HLA-A01:01. The binding affinity (normalized) is 0.621. (4) The peptide sequence is AHSTIMPRL. The MHC is HLA-A03:01 with pseudo-sequence HLA-A03:01. The binding affinity (normalized) is 0.0847. (5) The peptide sequence is ETFGFEIQSY. The MHC is HLA-B07:02 with pseudo-sequence HLA-B07:02. The binding affinity (normalized) is 0.165. (6) The peptide sequence is HHIPNGVVW. The MHC is HLA-A11:01 with pseudo-sequence HLA-A11:01. The binding affinity (normalized) is 0.0847.